Dataset: NCI-60 drug combinations with 297,098 pairs across 59 cell lines. Task: Regression. Given two drug SMILES strings and cell line genomic features, predict the synergy score measuring deviation from expected non-interaction effect. (1) Drug 1: C1=C(C(=O)NC(=O)N1)F. Drug 2: C1=NC(=NC(=O)N1C2C(C(C(O2)CO)O)O)N. Cell line: BT-549. Synergy scores: CSS=32.8, Synergy_ZIP=-6.39, Synergy_Bliss=-5.53, Synergy_Loewe=-1.99, Synergy_HSA=-1.58. (2) Drug 1: C1=C(C(=O)NC(=O)N1)N(CCCl)CCCl. Drug 2: CC1=CC=C(C=C1)C2=CC(=NN2C3=CC=C(C=C3)S(=O)(=O)N)C(F)(F)F. Cell line: DU-145. Synergy scores: CSS=34.8, Synergy_ZIP=0.203, Synergy_Bliss=2.46, Synergy_Loewe=-0.849, Synergy_HSA=1.82. (3) Cell line: HCC-2998. Synergy scores: CSS=13.1, Synergy_ZIP=-1.71, Synergy_Bliss=-2.48, Synergy_Loewe=-18.7, Synergy_HSA=-3.42. Drug 1: CCC(=C(C1=CC=CC=C1)C2=CC=C(C=C2)OCCN(C)C)C3=CC=CC=C3.C(C(=O)O)C(CC(=O)O)(C(=O)O)O. Drug 2: C1C(C(OC1N2C=NC(=NC2=O)N)CO)O. (4) Drug 1: CC(C1=C(C=CC(=C1Cl)F)Cl)OC2=C(N=CC(=C2)C3=CN(N=C3)C4CCNCC4)N. Drug 2: C1=CC(=C2C(=C1NCCNCCO)C(=O)C3=C(C=CC(=C3C2=O)O)O)NCCNCCO. Cell line: PC-3. Synergy scores: CSS=37.9, Synergy_ZIP=11.7, Synergy_Bliss=14.9, Synergy_Loewe=10.9, Synergy_HSA=17.2. (5) Drug 1: CC(CN1CC(=O)NC(=O)C1)N2CC(=O)NC(=O)C2. Drug 2: C1=NC2=C(N=C(N=C2N1C3C(C(C(O3)CO)O)O)F)N. Cell line: RPMI-8226. Synergy scores: CSS=34.4, Synergy_ZIP=2.77, Synergy_Bliss=2.56, Synergy_Loewe=-1.49, Synergy_HSA=2.57. (6) Drug 1: CC1=CC2C(CCC3(C2CCC3(C(=O)C)OC(=O)C)C)C4(C1=CC(=O)CC4)C. Drug 2: C1=NC2=C(N=C(N=C2N1C3C(C(C(O3)CO)O)O)F)N. Cell line: NCIH23. Synergy scores: CSS=-4.31, Synergy_ZIP=-1.13, Synergy_Bliss=-3.05, Synergy_Loewe=-6.46, Synergy_HSA=-6.24. (7) Drug 1: C1=CN(C(=O)N=C1N)C2C(C(C(O2)CO)O)O.Cl. Drug 2: CN1C2=C(C=C(C=C2)N(CCCl)CCCl)N=C1CCCC(=O)O.Cl. Cell line: A498. Synergy scores: CSS=30.6, Synergy_ZIP=-3.05, Synergy_Bliss=-0.0621, Synergy_Loewe=-33.2, Synergy_HSA=-1.63.